This data is from Catalyst prediction with 721,799 reactions and 888 catalyst types from USPTO. The task is: Predict which catalyst facilitates the given reaction. (1) Reactant: Br[C:2]1[CH:7]=[CH:6][C:5]([C@@H:8]2[N:12]([C:13]([O:15][C:16]([CH3:19])([CH3:18])[CH3:17])=[O:14])[C@H:11]([C:20]([O:22][CH3:23])=[O:21])[CH2:10][CH2:9]2)=[CH:4][CH:3]=1.C(=O)([O-])[O-].[Na+].[Na+].CC1(C)C(C)(C)OB(/[CH:38]=[CH:39]/[C:40]2[CH:45]=[CH:44][CH:43]=[CH:42][CH:41]=2)O1.O1CCOCC1. Product: [C:40]1(/[CH:39]=[CH:38]/[C:2]2[CH:7]=[CH:6][C:5]([C@@H:8]3[N:12]([C:13]([O:15][C:16]([CH3:19])([CH3:18])[CH3:17])=[O:14])[C@H:11]([C:20]([O:22][CH3:23])=[O:21])[CH2:10][CH2:9]3)=[CH:4][CH:3]=2)[CH:45]=[CH:44][CH:43]=[CH:42][CH:41]=1. The catalyst class is: 103. (2) Reactant: Cl[C:2](Cl)(Cl)[C:3]1[NH:7][C:6]2[CH:8]=[CH:9][CH:10]=[CH:11][C:5]=2[N:4]=1.[NH2:14][C:15]1[CH:20]=[CH:19][C:18]([N:21]2[CH:26]=[CH:25][C:24](=[O:27])[CH:23]=[CH:22]2)=[CH:17][CH:16]=1.C([O-])(O)=[O:29].[Na+].O. Product: [O:27]=[C:24]1[CH:23]=[CH:22][N:21]([C:18]2[CH:19]=[CH:20][C:15]([NH:14][C:2]([C:3]3[NH:7][C:6]4[CH:8]=[CH:9][CH:10]=[CH:11][C:5]=4[N:4]=3)=[O:29])=[CH:16][CH:17]=2)[CH:26]=[CH:25]1. The catalyst class is: 76. (3) Reactant: C([O:4][C:5]1[CH:10]=[CH:9][CH:8]=[C:7]([C:11]2[N:15]=[C:14]([CH3:16])[O:13][N:12]=2)[CH:6]=1)(=O)C. Product: [CH3:16][C:14]1[O:13][N:12]=[C:11]([C:7]2[CH:6]=[C:5]([OH:4])[CH:10]=[CH:9][CH:8]=2)[N:15]=1. The catalyst class is: 33.